The task is: Predict the reactants needed to synthesize the given product.. This data is from Retrosynthesis with 50K atom-mapped reactions and 10 reaction types from USPTO. (1) Given the product Cc1cc(Nc2nc(Cl)nc3c2cnn3-c2ccccc2)n[nH]1, predict the reactants needed to synthesize it. The reactants are: Cc1cc(N)n[nH]1.Clc1nc(Cl)c2cnn(-c3ccccc3)c2n1. (2) Given the product COC(=O)c1ccc(N)c(C(F)(F)F)c1, predict the reactants needed to synthesize it. The reactants are: COC(=O)c1ccc([N+](=O)[O-])c(C(F)(F)F)c1. (3) The reactants are: CC1(C)COC2(CCC(O)(CC=O)CC2)OC1.Cc1ccc(C)c([C@H](C)N)c1. Given the product Cc1ccc(C)c([C@H](C)NCCC2(O)CCC3(CC2)OCC(C)(C)CO3)c1, predict the reactants needed to synthesize it. (4) The reactants are: CC(N)=S.Cc1c(C(=O)CBr)c(F)c2oc(C3CC3)nc2c1C#N. Given the product Cc1nc(-c2c(C)c(C#N)c3nc(C4CC4)oc3c2F)cs1, predict the reactants needed to synthesize it.